This data is from Catalyst prediction with 721,799 reactions and 888 catalyst types from USPTO. The task is: Predict which catalyst facilitates the given reaction. (1) Reactant: N1(CC([C:10]2[CH:15]=CC=CC=2)=NO)C=CN=C1.[C:16]([OH:26])(=[O:25])/[CH:17]=C/C1C=CC=CC=1.[CH:27]1(N=C=N[CH:27]2[CH2:32][CH2:31][CH2:30][CH2:29][CH2:28]2)[CH2:32][CH2:31][CH2:30][CH2:29][CH2:28]1.CN(C1C=CC=CN=1)C. Product: [C:16]([O:26][CH2:15][CH3:10])(=[O:25])[CH3:17].[CH3:31][CH2:32][CH2:27][CH2:28][CH2:29][CH3:30]. The catalyst class is: 4. (2) Reactant: [CH3:1][N:2]1[C:7]2[S:8][C:9]([O:13][C:14]3[CH:19]=[CH:18][CH:17]=[C:16]([O:20][C:21]([F:24])([F:23])[F:22])[CH:15]=3)=[C:10]([CH:11]=[O:12])[C:6]=2[C:5](=[O:25])[N:4]([CH2:26][CH2:27][CH2:28][O:29][CH:30]2[CH2:35][CH2:34][CH2:33][CH2:32][O:31]2)[C:3]1=[O:36].[Cl:37][C:38]1[CH:43]=[CH:42][C:41]([Mg]Br)=[CH:40][CH:39]=1. Product: [Cl:37][C:38]1[CH:43]=[CH:42][C:41]([CH:11]([OH:12])[C:10]2[C:6]3[C:5](=[O:25])[N:4]([CH2:26][CH2:27][CH2:28][O:29][CH:30]4[CH2:35][CH2:34][CH2:33][CH2:32][O:31]4)[C:3](=[O:36])[N:2]([CH3:1])[C:7]=3[S:8][C:9]=2[O:13][C:14]2[CH:19]=[CH:18][CH:17]=[C:16]([O:20][C:21]([F:22])([F:23])[F:24])[CH:15]=2)=[CH:40][CH:39]=1. The catalyst class is: 677.